From a dataset of Forward reaction prediction with 1.9M reactions from USPTO patents (1976-2016). Predict the product of the given reaction. (1) Given the reactants S(Cl)(Cl)=O.[C:5]([O:16][CH3:17])(=[O:15])[C:6]1[CH:14]=[CH:13][C:9]([C:10]([O-:12])=O)=[CH:8][CH:7]=1.[NH2:18][C:19]1[CH:24]=[CH:23][CH:22]=[CH:21][C:20]=1O.CS(O)(=O)=O, predict the reaction product. The product is: [O:12]1[C:20]2[CH:21]=[CH:22][CH:23]=[CH:24][C:19]=2[N:18]=[C:10]1[C:9]1[CH:8]=[CH:7][C:6]([C:5]([O:16][CH3:17])=[O:15])=[CH:14][CH:13]=1. (2) Given the reactants [F:1][C:2]1[CH:3]=[C:4]([CH:12]2[C:21]3[C:16](=[CH:17][CH:18]=[CH:19][CH:20]=3)[CH2:15][CH2:14][NH:13]2)[CH:5]=[CH:6][C:7]=1[C:8]([F:11])([F:10])[F:9].[CH:22]([N:25]=[C:26]=[O:27])([CH3:24])[CH3:23], predict the reaction product. The product is: [F:1][C:2]1[CH:3]=[C:4]([CH:12]2[C:21]3[C:16](=[CH:17][CH:18]=[CH:19][CH:20]=3)[CH2:15][CH2:14][N:13]2[C:26]([NH:25][CH:22]([CH3:24])[CH3:23])=[O:27])[CH:5]=[CH:6][C:7]=1[C:8]([F:11])([F:9])[F:10].